Task: Predict which catalyst facilitates the given reaction.. Dataset: Catalyst prediction with 721,799 reactions and 888 catalyst types from USPTO Reactant: [Cl:1][C:2]1[CH:43]=[CH:42][C:5]2[N:6](CC3C=CC(OC)=CC=3)[C:7](=[O:32])[CH:8]([CH2:21][C:22]3[CH:31]=[CH:30][C:29]4[C:24](=[CH:25][CH:26]=[CH:27][CH:28]=4)[CH:23]=3)[N:9]=[C:10]([N:11]3[CH2:20][CH2:19][C:14]4(OCC[O:15]4)[CH2:13][CH2:12]3)[C:4]=2[CH:3]=1.Cl. Product: [Cl:1][C:2]1[CH:43]=[CH:42][C:5]2[NH:6][C:7](=[O:32])[CH:8]([CH2:21][C:22]3[CH:31]=[CH:30][C:29]4[C:24](=[CH:25][CH:26]=[CH:27][CH:28]=4)[CH:23]=3)[N:9]=[C:10]([N:11]3[CH2:12][CH2:13][C:14](=[O:15])[CH2:19][CH2:20]3)[C:4]=2[CH:3]=1. The catalyst class is: 155.